From a dataset of Catalyst prediction with 721,799 reactions and 888 catalyst types from USPTO. Predict which catalyst facilitates the given reaction. (1) Reactant: [C:1]1([CH3:13])[CH:6]=[CH:5][C:4]([C:7](=[O:12])[CH2:8][C:9](=O)[CH3:10])=[CH:3][CH:2]=1.C([O-])(=O)C.[NH4+:18]. Product: [NH2:18][C:9]([CH3:10])=[CH:8][C:7]([C:4]1[CH:5]=[CH:6][C:1]([CH3:13])=[CH:2][CH:3]=1)=[O:12]. The catalyst class is: 5. (2) Reactant: [Cl:1][C:2]1[CH:3]=[C:4]([C:8]([C:10]2[CH:15]=[CH:14][C:13]([CH3:16])=[CH:12][CH:11]=2)=[O:9])[CH:5]=[CH:6][CH:7]=1.C1C(=O)N([Br:24])C(=O)C1.CC(N=NC(C#N)(C)C)(C#N)C. Product: [Br:24][CH2:16][C:13]1[CH:14]=[CH:15][C:10]([C:8]([C:4]2[CH:5]=[CH:6][CH:7]=[C:2]([Cl:1])[CH:3]=2)=[O:9])=[CH:11][CH:12]=1. The catalyst class is: 53.